From a dataset of Reaction yield outcomes from USPTO patents with 853,638 reactions. Predict the reaction yield, written as a fraction of the theoretical maximum amount of product (1.0 means a 100% yield; for example, 0.34 means a 34% yield). (1) The reactants are Cl.Cl.[CH:3]([C:6]1[S:7][CH:8]=[C:9]([C:11]([N:13]2[CH2:18][C:17]3([CH2:23][CH2:22][NH:21][CH2:20][CH2:19]3)[O:16][CH2:15][CH2:14]2)=[O:12])[N:10]=1)([CH3:5])[CH3:4].[OH-].[Na+]. The catalyst is CC1CCCO1. The product is [CH:3]([C:6]1[S:7][CH:8]=[C:9]([C:11]([N:13]2[CH2:18][C:17]3([CH2:19][CH2:20][NH:21][CH2:22][CH2:23]3)[O:16][CH2:15][CH2:14]2)=[O:12])[N:10]=1)([CH3:5])[CH3:4].[CH3:23][CH:17]1[CH2:19][CH2:20][CH2:15][O:16]1. The yield is 1.00. (2) The reactants are [NH:1]1[C:5]([C:6]2[CH:11]=[CH:10][CH:9]=[CH:8][C:7]=2B(O)O)=[N:4][N:3]=[N:2]1.Br[C:16]1[CH:17]=[C:18]([F:42])[C:19]([N:33]([CH2:38][CH:39]([CH3:41])[CH3:40])[CH2:34][CH:35]([CH3:37])[CH3:36])=[C:20]([NH:22][C:23]([NH:25][C:26]2[CH:31]=[CH:30][C:29]([CH3:32])=[CH:28][CH:27]=2)=[O:24])[CH:21]=1.C(=O)([O-])[O-].[K+].[K+].CC(O)=O. The catalyst is CN(C=O)C.C1C=CC([P]([Pd]([P](C2C=CC=CC=2)(C2C=CC=CC=2)C2C=CC=CC=2)([P](C2C=CC=CC=2)(C2C=CC=CC=2)C2C=CC=CC=2)[P](C2C=CC=CC=2)(C2C=CC=CC=2)C2C=CC=CC=2)(C2C=CC=CC=2)C2C=CC=CC=2)=CC=1. The product is [CH2:34]([N:33]([CH2:38][CH:39]([CH3:41])[CH3:40])[C:19]1[C:18]([F:42])=[CH:17][C:16]([C:7]2[CH:8]=[CH:9][CH:10]=[CH:11][C:6]=2[C:5]2[NH:4][N:3]=[N:2][N:1]=2)=[CH:21][C:20]=1[NH:22][C:23]([NH:25][C:26]1[CH:31]=[CH:30][C:29]([CH3:32])=[CH:28][CH:27]=1)=[O:24])[CH:35]([CH3:37])[CH3:36]. The yield is 0.790. (3) The reactants are [Cl:1][C:2]1[N:7]=[C:6]([CH3:8])[CH:5]=[CH:4][CH:3]=1.[F:9][C:10]1[CH:20]=[CH:19][C:13]([C:14](OCC)=[O:15])=[CH:12][CH:11]=1.C[Si]([N-][Si](C)(C)C)(C)C.[Li+]. The catalyst is O1CCCC1. The product is [Cl:1][C:2]1[N:7]=[C:6]([CH2:8][C:14]([C:13]2[CH:19]=[CH:20][C:10]([F:9])=[CH:11][CH:12]=2)=[O:15])[CH:5]=[CH:4][CH:3]=1. The yield is 0.660. (4) The reactants are B(Cl)(Cl)Cl.[CH3:5][O:6][C:7](=[O:34])[C:8]1[CH:13]=[C:12]([O:14]C)[C:11]([CH3:16])=[C:10]([O:17]C)[C:9]=1[O:19][C:20]1[C:25]([CH:26]=[O:27])=[C:24]([O:28]C)[CH:23]=[C:22]([CH3:30])[C:21]=1[C:31]([OH:33])=[O:32]. The catalyst is ClCCl. The product is [CH3:5][O:6][C:7](=[O:34])[C:8]1[CH:13]=[C:12]([OH:14])[C:11]([CH3:16])=[C:10]([OH:17])[C:9]=1[O:19][C:20]1[C:25]([CH:26]=[O:27])=[C:24]([OH:28])[CH:23]=[C:22]([CH3:30])[C:21]=1[C:31]([OH:33])=[O:32]. The yield is 0.870. (5) The reactants are [CH3:1][O:2][C:3]1[CH:4]=[C:5]([C:11]2[O:12][C:13]3[C:18]([C:19](=[O:21])[CH:20]=2)=[C:17]([O:22]C)[CH:16]=[C:15]([O:24][CH3:25])[CH:14]=3)[CH:6]=[CH:7][C:8]=1[O:9][CH3:10].B(Br)(Br)Br. The catalyst is ClCCl.CCO.CC(C)=O. The product is [CH3:1][O:2][C:3]1[CH:4]=[C:5]([C:11]2[O:12][C:13]3[C:18]([C:19](=[O:21])[CH:20]=2)=[C:17]([OH:22])[CH:16]=[C:15]([O:24][CH3:25])[CH:14]=3)[CH:6]=[CH:7][C:8]=1[O:9][CH3:10]. The yield is 0.820. (6) The reactants are [Cl:1][C:2]1[C:3](I)=[C:4]2[CH:10]=[CH:9][N:8]([Si:11]([CH:18]([CH3:20])[CH3:19])([CH:15]([CH3:17])[CH3:16])[CH:12]([CH3:14])[CH3:13])[C:5]2=[N:6][CH:7]=1.[Li]CCCC.[CH2:27]([N:34]([CH2:42][C:43]1[CH:48]=[CH:47][CH:46]=[CH:45][CH:44]=1)[C@@H:35]1[CH2:39][CH2:38][CH:37]([CH:40]=[O:41])[CH2:36]1)[C:28]1[CH:33]=[CH:32][CH:31]=[CH:30][CH:29]=1. The catalyst is C1COCC1. The product is [Cl:1][C:2]1[C:3]([CH:40]([CH:37]2[CH2:38][CH2:39][C@@H:35]([N:34]([CH2:42][C:43]3[CH:44]=[CH:45][CH:46]=[CH:47][CH:48]=3)[CH2:27][C:28]3[CH:29]=[CH:30][CH:31]=[CH:32][CH:33]=3)[CH2:36]2)[OH:41])=[C:4]2[CH:10]=[CH:9][N:8]([Si:11]([CH:18]([CH3:20])[CH3:19])([CH:15]([CH3:17])[CH3:16])[CH:12]([CH3:14])[CH3:13])[C:5]2=[N:6][CH:7]=1. The yield is 0.670. (7) The reactants are [Cl:1][C:2]1[CH:3]=[C:4]([N+:12]([O-])=O)[C:5]([F:11])=[C:6]([CH:10]=1)[C:7]([O-:9])=[O:8].[Cl-].[NH4+].[CH2:17](O)C.O. The catalyst is C(OCC)(=O)C.[Fe]. The product is [NH2:12][C:4]1[C:5]([F:11])=[C:6]([CH:10]=[C:2]([Cl:1])[CH:3]=1)[C:7]([O:9][CH3:17])=[O:8]. The yield is 0.630.